This data is from Full USPTO retrosynthesis dataset with 1.9M reactions from patents (1976-2016). The task is: Predict the reactants needed to synthesize the given product. (1) Given the product [NH2:1][C:4]1[CH:31]([CH3:32])[CH:8]2[CH2:9][C:10]([CH2:13][C:14]3[CH2:19][CH2:18][N:17]([C:20]4[CH:21]=[CH:22][C:23]([N:26]5[CH:30]=[CH:29][N:28]=[CH:27]5)=[CH:24][CH:25]=4)[CH2:16][CH:15]=3)([CH3:12])[O:11][C:7]2=[C:6]([CH3:33])[C:5]=1[CH3:34], predict the reactants needed to synthesize it. The reactants are: [N+:1]([C:4]1[CH:31]([CH3:32])[CH:8]2[CH2:9][C:10]([CH2:13][C:14]3[CH2:15][CH2:16][N:17]([C:20]4[CH:25]=[CH:24][C:23]([N:26]5[CH:30]=[CH:29][N:28]=[CH:27]5)=[CH:22][CH:21]=4)[CH2:18][CH:19]=3)([CH3:12])[O:11][C:7]2=[C:6]([CH3:33])[C:5]=1[CH3:34])([O-])=O.C(O)C.Cl.[OH-].[Na+]. (2) Given the product [F:19][C:16]([F:17])([F:18])[C:13]1([CH2:12][C:20]#[N:21])[CH2:14][CH2:15]1, predict the reactants needed to synthesize it. The reactants are: CC1C=CC(S(O[CH2:12][C:13]2([C:16]([F:19])([F:18])[F:17])[CH2:15][CH2:14]2)(=O)=O)=CC=1.[C-:20]#[N:21].[K+]. (3) Given the product [N:5]1[CH:6]=[CH:7][CH:8]=[CH:9][C:4]=1[CH2:3][S:10][C:11]1[CH:12]=[CH:13][C:14]([C:15]([O:17][CH3:18])=[O:16])=[CH:19][CH:20]=1, predict the reactants needed to synthesize it. The reactants are: Br.Br[CH2:3][C:4]1[CH:9]=[CH:8][CH:7]=[CH:6][N:5]=1.[SH:10][C:11]1[CH:20]=[CH:19][C:14]([C:15]([O:17][CH3:18])=[O:16])=[CH:13][CH:12]=1. (4) The reactants are: O[C:2]1[C:10]2[C:9]([C:11]([O:13][CH3:14])=[O:12])=[C:8]([CH2:15][CH2:16][C:17]([O:19][CH3:20])=[O:18])[N:7]=[CH:6][C:5]=2[O:4][C:3]=1C(OC)=O.Cl.C[Si](C=[N+]=[N-])(C)C.C(OCC)C. Given the product [CH3:20][O:19][C:17](=[O:18])[CH2:16][CH2:15][C:8]1[N:7]=[CH:6][C:5]2[O:4][CH2:3][CH2:2][C:10]=2[C:9]=1[C:11]([O:13][CH3:14])=[O:12], predict the reactants needed to synthesize it.